The task is: Predict the reactants needed to synthesize the given product.. This data is from Full USPTO retrosynthesis dataset with 1.9M reactions from patents (1976-2016). (1) Given the product [CH:1]1[C:10]2[C:5](=[CH:6][CH:7]=[CH:8][CH:9]=2)[CH:4]=[CH:3][C:2]=1[O:11][CH2:21][CH2:22][CH2:23][NH2:25], predict the reactants needed to synthesize it. The reactants are: [CH:1]1[C:10]2[C:5](=[CH:6][CH:7]=[CH:8][CH:9]=2)[CH:4]=[CH:3][C:2]=1[OH:11].[H-].[Na+].[H][H].BrCCCC1C=CC=[C:22]2[C:23]([NH:25]C(=O)[C:21]=12)=O. (2) Given the product [Cl:30][C:9]1[C:10]2[C:2]([I:1])=[C:3]([I:12])[S:4][C:5]=2[N:6]=[CH:7][N:8]=1, predict the reactants needed to synthesize it. The reactants are: [I:1][C:2]1[C:10]2[C:9](=O)[NH:8][CH:7]=[N:6][C:5]=2[S:4][C:3]=1[I:12].CN(C)C1C=CC=CC=1.CCCCCC.P(Cl)(Cl)([Cl:30])=O. (3) Given the product [C:1]([O:5][C:6]([N:8]1[CH2:13][CH2:12][CH:11]([C:14]2[CH:19]=[CH:18][C:17]([O:20][CH2:21][CH2:22][CH2:23][O:24][CH2:25][C:26]3[CH:31]=[CH:30][CH:29]=[CH:28][C:27]=3[F:32])=[CH:16][CH:15]=2)[CH:10]([NH:33][CH2:44][C:41]2[CH:42]=[C:43]3[C:38]([CH:37]=[CH:36][CH:35]=[N:34]3)=[CH:39][CH:40]=2)[CH2:9]1)=[O:7])([CH3:4])([CH3:2])[CH3:3], predict the reactants needed to synthesize it. The reactants are: [C:1]([O:5][C:6]([N:8]1[CH2:13][CH2:12][CH:11]([C:14]2[CH:19]=[CH:18][C:17]([O:20][CH2:21][CH2:22][CH2:23][O:24][CH2:25][C:26]3[CH:31]=[CH:30][CH:29]=[CH:28][C:27]=3[F:32])=[CH:16][CH:15]=2)[CH:10]([NH2:33])[CH2:9]1)=[O:7])([CH3:4])([CH3:3])[CH3:2].[N:34]1[C:43]2[C:38](=[CH:39][CH:40]=[C:41]([CH:44]=O)[CH:42]=2)[CH:37]=[CH:36][CH:35]=1.CC1C=C2C(C=CC=N2)=CC=1.[Se](=O)=O.[BH-](OC(C)=O)(OC(C)=O)OC(C)=O.[Na+].C([O-])(O)=O.[Na+]. (4) Given the product [Cl:1][C:2]1[CH:3]=[C:4]([C:21]#[N:22])[C:5]2[O:10][CH:9]([C:11]([F:14])([F:13])[F:12])[C:8]([C:15]([OH:17])=[O:16])=[CH:7][C:6]=2[CH:20]=1, predict the reactants needed to synthesize it. The reactants are: [Cl:1][C:2]1[CH:3]=[C:4]([C:21]#[N:22])[C:5]2[O:10][CH:9]([C:11]([F:14])([F:13])[F:12])[C:8]([C:15]([O:17]CC)=[O:16])=[CH:7][C:6]=2[CH:20]=1.[OH-].[Na+].